From a dataset of Reaction yield outcomes from USPTO patents with 853,638 reactions. Predict the reaction yield, written as a fraction of the theoretical maximum amount of product (1.0 means a 100% yield; for example, 0.34 means a 34% yield). The reactants are [OH:1][C:2]1[CH:7]=[CH:6][CH:5]=[CH:4][C:3]=1[C:8]1[O:12][N:11]=[C:10]([C:13]([OH:15])=O)[CH:9]=1.C1C=C[C:19]2N(O)N=[N:22][C:20]=2[CH:21]=1.C(Cl)CCl.C1(N)CC1. The catalyst is ClCCl. The product is [CH:20]1([NH:22][C:13]([C:10]2[CH:9]=[C:8]([C:3]3[CH:4]=[CH:5][CH:6]=[CH:7][C:2]=3[OH:1])[O:12][N:11]=2)=[O:15])[CH2:21][CH2:19]1. The yield is 0.250.